Dataset: NCI-60 drug combinations with 297,098 pairs across 59 cell lines. Task: Regression. Given two drug SMILES strings and cell line genomic features, predict the synergy score measuring deviation from expected non-interaction effect. (1) Drug 1: CN1CCC(CC1)COC2=C(C=C3C(=C2)N=CN=C3NC4=C(C=C(C=C4)Br)F)OC. Drug 2: CCCCC(=O)OCC(=O)C1(CC(C2=C(C1)C(=C3C(=C2O)C(=O)C4=C(C3=O)C=CC=C4OC)O)OC5CC(C(C(O5)C)O)NC(=O)C(F)(F)F)O. Cell line: SNB-19. Synergy scores: CSS=1.01, Synergy_ZIP=-2.00, Synergy_Bliss=-2.38, Synergy_Loewe=-2.33, Synergy_HSA=-2.04. (2) Drug 1: C1CCN(CC1)CCOC2=CC=C(C=C2)C(=O)C3=C(SC4=C3C=CC(=C4)O)C5=CC=C(C=C5)O. Drug 2: CC1C(C(CC(O1)OC2CC(CC3=C2C(=C4C(=C3O)C(=O)C5=C(C4=O)C(=CC=C5)OC)O)(C(=O)C)O)N)O.Cl. Cell line: MALME-3M. Synergy scores: CSS=33.8, Synergy_ZIP=-7.48, Synergy_Bliss=1.76, Synergy_Loewe=0.992, Synergy_HSA=1.18.